This data is from Forward reaction prediction with 1.9M reactions from USPTO patents (1976-2016). The task is: Predict the product of the given reaction. (1) Given the reactants [ClH:1].[CH3:2][C:3]1[CH:4]=[C:5](/[CH:42]=[CH:43]/[CH2:44][CH2:45][N:46]2[CH2:51][CH2:50][CH2:49][C:48]3([CH2:56][CH2:55][N:54](C(OC(C)(C)C)=O)[CH2:53][CH2:52]3)[CH2:47]2)[CH:6]=[CH:7][C:8]=1[CH2:9][C:10]1[C:11]([O:18][C@@H:19]2[O:36][C@H:35]([CH2:37][O:38][C:39](=[O:41])[CH3:40])[C@@H:30]([O:31][C:32](=[O:34])[CH3:33])[C@H:25]([O:26][C:27](=[O:29])[CH3:28])[C@H:20]2[O:21][C:22](=[O:24])[CH3:23])=[N:12][NH:13][C:14]=1[CH:15]([CH3:17])[CH3:16], predict the reaction product. The product is: [ClH:1].[ClH:1].[C:22]([O:21][C@@H:20]1[C@@H:25]([O:26][C:27](=[O:29])[CH3:28])[C@H:30]([O:31][C:32](=[O:34])[CH3:33])[C@@H:35]([CH2:37][O:38][C:39](=[O:41])[CH3:40])[O:36][C@H:19]1[O:18][C:11]1[C:10]([CH2:9][C:8]2[CH:7]=[CH:6][C:5](/[CH:42]=[CH:43]/[CH2:44][CH2:45][N:46]3[CH2:51][CH2:50][CH2:49][C:48]4([CH2:52][CH2:53][NH:54][CH2:55][CH2:56]4)[CH2:47]3)=[CH:4][C:3]=2[CH3:2])=[C:14]([CH:15]([CH3:17])[CH3:16])[NH:13][N:12]=1)(=[O:24])[CH3:23]. (2) Given the reactants [CH2:1]([C:4]1[C:5]([O:9][CH2:10][CH2:11][CH2:12][C:13]2[C:14]([CH2:28][CH2:29][CH3:30])=[N:15][N:16]([C:18]3[CH:23]=[CH:22][C:21]([C:24]([F:27])([F:26])[F:25])=[CH:20][N:19]=3)[CH:17]=2)=[N:6][NH:7][CH:8]=1)[CH2:2][CH3:3].[H-].[Na+].[C:33]([O:36]CBr)(=[O:35])[CH3:34].O, predict the reaction product. The product is: [CH2:1]([C:4]1[C:5]([O:9][CH2:10][CH2:11][CH2:12][C:13]2[C:14]([CH2:28][CH2:29][CH3:30])=[N:15][N:16]([C:18]3[CH:23]=[CH:22][C:21]([C:24]([F:26])([F:25])[F:27])=[CH:20][N:19]=3)[CH:17]=2)=[N:6][N:7]([CH2:34][C:33]([OH:36])=[O:35])[CH:8]=1)[CH2:2][CH3:3]. (3) Given the reactants N[C:2]1[CH:3]=[CH:4][CH:5]=[C:6]2[C:11]=1[CH:10]=[N:9][CH:8]=[CH:7]2.N([O-])=O.[Na+].[ClH:16], predict the reaction product. The product is: [Cl:16][C:2]1[CH:3]=[CH:4][CH:5]=[C:6]2[C:11]=1[CH:10]=[N:9][CH:8]=[CH:7]2. (4) Given the reactants C([Si](C1C=CC=CC=1)(C1C=CC=CC=1)[O:6][C@@H:7]1[CH2:11][C@H:10]([C:12]#[N:13])[C@@H:9]([O:14][CH3:15])[CH2:8]1)(C)(C)C.CCCC[N+](CCCC)(CCCC)CCCC.[F-].C(O)(=O)C, predict the reaction product. The product is: [OH:6][C@@H:7]1[CH2:11][C@H:10]([C:12]#[N:13])[C@@H:9]([O:14][CH3:15])[CH2:8]1. (5) Given the reactants Br[C:2]1[CH:3]=[C:4]([C@@:9]([NH:31][S@@:32]([C:34]([CH3:37])([CH3:36])[CH3:35])=[O:33])([C:17]2[CH:22]=[C:21]([O:23][C:24]([F:29])([F:28])[CH:25]([F:27])[F:26])[CH:20]=[C:19]([F:30])[CH:18]=2)[CH2:10][C:11]2[CH:16]=[CH:15][CH:14]=[CH:13][CH:12]=2)[CH:5]=[CH:6][C:7]=1[F:8].[CH2:38]=[CH:39][C:40]1[CH:45]=[CH:44][CH:43]=[CH:42][CH:41]=1.C([O-])([O-])=O.[K+].[K+], predict the reaction product. The product is: [F:8][C:7]1[CH:6]=[CH:5][C:4]([C@@:9]([NH:31][S@@:32]([C:34]([CH3:37])([CH3:36])[CH3:35])=[O:33])([C:17]2[CH:22]=[C:21]([O:23][C:24]([F:29])([F:28])[CH:25]([F:27])[F:26])[CH:20]=[C:19]([F:30])[CH:18]=2)[CH2:10][C:11]2[CH:16]=[CH:15][CH:14]=[CH:13][CH:12]=2)=[CH:3][C:2]=1[CH:38]=[CH:39][C:40]1[CH:45]=[CH:44][CH:43]=[CH:42][CH:41]=1. (6) Given the reactants [NH:1]1[C:9]2[C:4](=[CH:5][CH:6]=[CH:7][CH:8]=2)[CH2:3][C:2]1=[O:10].[CH:11](=O)[C:12]1[CH:17]=[CH:16][CH:15]=[CH:14][CH:13]=1.N1CCCC1, predict the reaction product. The product is: [CH:11](=[C:3]1/[C:2](=[O:10])[NH:1][C:9]2[C:4]/1=[CH:5][CH:6]=[CH:7][CH:8]=2)/[C:12]1[CH:17]=[CH:16][CH:15]=[CH:14][CH:13]=1. (7) Given the reactants [Cl:1][C:2]1[CH:9]=[CH:8][C:5]([CH2:6]Cl)=[CH:4][CH:3]=1.[NH:10]1[CH2:15][CH2:14][NH:13][CH2:12][CH2:11]1, predict the reaction product. The product is: [ClH:1].[ClH:1].[Cl:1][C:2]1[CH:9]=[CH:8][C:5]([CH2:6][N:10]2[CH2:15][CH2:14][NH:13][CH2:12][CH2:11]2)=[CH:4][CH:3]=1. (8) Given the reactants [Cl:1][C:2]1[CH:9]=[C:8]([OH:10])[CH:7]=[CH:6][C:3]=1[C:4]#[N:5].[CH2:11]([CH:13]1[O:15][CH2:14]1)Cl, predict the reaction product. The product is: [Cl:1][C:2]1[CH:9]=[C:8]([O:10][CH2:11][CH:13]2[CH2:14][O:15]2)[CH:7]=[CH:6][C:3]=1[C:4]#[N:5]. (9) Given the reactants [C:1]1([CH2:7][CH2:8][CH2:9][CH2:10][CH2:11][CH2:12][CH2:13][CH2:14][CH2:15][CH2:16][CH2:17][CH2:18][CH2:19][CH2:20][CH2:21][CH2:22][CH2:23][CH2:24][Si:25]([O:32][CH2:33]C)([O:29][CH2:30]C)[O:26][CH2:27]C)[CH:6]=[CH:5][CH:4]=[CH:3][CH:2]=1.Cl, predict the reaction product. The product is: [C:1]1([CH2:7][CH2:8][CH2:9][CH2:10][CH2:11][CH2:12][CH2:13][CH2:14][CH2:15][CH2:16][CH2:17][CH2:18][CH2:19][CH2:20][CH2:21][CH2:22][CH2:23][CH2:24][Si:25]([O:32][CH3:33])([O:26][CH3:27])[O:29][CH3:30])[CH:2]=[CH:3][CH:4]=[CH:5][CH:6]=1. (10) The product is: [CH:52]1([CH2:55][C@@H:56]([C:57]([OH:59])=[O:58])[NH:60][C:26](=[O:28])[C:25]2[CH:29]=[C:30]([F:34])[C:31]([F:33])=[CH:32][C:24]=2[NH:23][C:10]([NH:9][C:3]2[C:2]([CH3:1])=[CH:7][CH:6]=[CH:5][C:4]=2[CH3:8])=[O:11])[CH2:53][CH2:54][CH2:49][CH2:50][CH2:51]1. Given the reactants [CH3:1][C:2]1[CH:7]=[CH:6][CH:5]=[C:4]([CH3:8])[C:3]=1[N:9]=[C:10]=[O:11].ClC1C=CC=C(C)C=1N=C=O.[NH2:23][C:24]1[CH:32]=[C:31]([F:33])[C:30]([F:34])=[CH:29][C:25]=1[C:26]([OH:28])=O.NC1C(C(O)=O)=CC2C(C=1)=CC=CC=2.[CH2:49]1[CH2:54][CH2:53][CH:52]([CH2:55][C@H:56]([NH:60]C(OCC2C3C(=CC=CC=3)C3C2=CC=CC=3)=O)[C:57]([OH:59])=[O:58])[CH2:51][CH2:50]1.C1CCC([C@H](NC(OCC2C3C(=CC=CC=3)C3C2=CC=CC=3)=O)C(O)=O)CC1, predict the reaction product.